From a dataset of Forward reaction prediction with 1.9M reactions from USPTO patents (1976-2016). Predict the product of the given reaction. (1) The product is: [Cl:1][C:2]1[CH:3]=[C:4]([CH2:27][CH:28]=[O:29])[CH:5]=[CH:6][C:7]=1[C:8]1[N:12]=[C:11]([C:13]2[N:14]=[C:15]3[C:20]([Cl:21])=[CH:19][C:18]([C:22]([F:23])([F:25])[F:24])=[CH:17][N:16]3[CH:26]=2)[O:10][N:9]=1. Given the reactants [Cl:1][C:2]1[CH:3]=[C:4]([CH2:27][CH2:28][OH:29])[CH:5]=[CH:6][C:7]=1[C:8]1[N:12]=[C:11]([C:13]2[N:14]=[C:15]3[C:20]([Cl:21])=[CH:19][C:18]([C:22]([F:25])([F:24])[F:23])=[CH:17][N:16]3[CH:26]=2)[O:10][N:9]=1.S([O-])([O-])(=O)=S.[Na+].[Na+].C(=O)(O)[O-].[Na+], predict the reaction product. (2) Given the reactants [Br:1][C:2]1[CH:7]=[C:6]([C:8]([F:11])([F:10])[F:9])[CH:5]=[CH:4][C:3]=1[OH:12].[CH3:13][O:14][C:15](=[O:35])[CH2:16][CH2:17][C:18]1[CH:23]=[CH:22][C:21]([O:24][CH2:25][CH2:26][C@@H:27](OS(C)(=O)=O)[CH3:28])=[CH:20][C:19]=1[CH3:34].C([O-])([O-])=O.[Cs+].[Cs+].Cl, predict the reaction product. The product is: [CH3:13][O:14][C:15](=[O:35])[CH2:16][CH2:17][C:18]1[CH:23]=[CH:22][C:21]([O:24][CH2:25][CH2:26][C@H:27]([O:12][C:3]2[CH:4]=[CH:5][C:6]([C:8]([F:10])([F:11])[F:9])=[CH:7][C:2]=2[Br:1])[CH3:28])=[CH:20][C:19]=1[CH3:34]. (3) The product is: [OH:25][CH:26]1[CH2:31][CH2:30][CH2:29][N:28]([CH2:22][C:17]2[CH:16]=[C:15]3[C:20]([CH:21]=[C:12]([C:10]4[N:11]=[C:7]([C:4]5[CH:3]=[CH:2][N:1]=[CH:6][CH:5]=5)[S:8][CH:9]=4)[C:13](=[O:24])[NH:14]3)=[CH:19][CH:18]=2)[CH2:27]1. Given the reactants [N:1]1[CH:6]=[CH:5][C:4]([C:7]2[S:8][CH:9]=[C:10]([C:12]3[C:13](=[O:24])[NH:14][C:15]4[C:20]([CH:21]=3)=[CH:19][CH:18]=[C:17]([CH:22]=O)[CH:16]=4)[N:11]=2)=[CH:3][CH:2]=1.[OH:25][CH:26]1[CH2:31][CH2:30][CH2:29][NH:28][CH2:27]1, predict the reaction product. (4) Given the reactants [CH3:1][O:2][C:3]1[CH:8]=[N:7][C:6]([N:9]2[CH:13]=[N:12][C:11]([CH3:14])=[N:10]2)=[C:5]2[NH:15][CH:16]=[C:17]([C:18](=[O:22])[C:19]([OH:21])=O)[C:4]=12.[N:23]1[CH:28]=[CH:27][CH:26]=[CH:25][C:24]=1[C:29]1[N:38]=[CH:37][CH:36]=[C:35]2[C:30]=1[CH2:31][CH2:32][NH:33][CH2:34]2.CN(C(ON1N=NC2C=CC=CC1=2)=[N+](C)C)C.[B-](F)(F)(F)F.CCN(C(C)C)C(C)C, predict the reaction product. The product is: [CH3:1][O:2][C:3]1[CH:8]=[N:7][C:6]([N:9]2[CH:13]=[N:12][C:11]([CH3:14])=[N:10]2)=[C:5]2[NH:15][CH:16]=[C:17]([C:18](=[O:22])[C:19]([N:33]3[CH2:32][CH2:31][C:30]4[C:35](=[CH:36][CH:37]=[N:38][C:29]=4[C:24]4[CH:25]=[CH:26][CH:27]=[CH:28][N:23]=4)[CH2:34]3)=[O:21])[C:4]=12.